Dataset: Reaction yield outcomes from USPTO patents with 853,638 reactions. Task: Predict the reaction yield, written as a fraction of the theoretical maximum amount of product (1.0 means a 100% yield; for example, 0.34 means a 34% yield). (1) The product is [CH3:1][O:2][C:3]1[N:4]=[C:5]2[C:10](=[CH:11][CH:12]=1)[N:9]=[CH:8][CH:7]=[C:6]2[N:13]1[CH2:17][CH2:16][CH:15]([NH:25][CH2:24][CH2:23][NH2:26])[CH2:14]1. The yield is 1.00. The reactants are [CH3:1][O:2][C:3]1[N:4]=[C:5]2[C:10](=[CH:11][CH:12]=1)[N:9]=[CH:8][CH:7]=[C:6]2[N:13]1[CH2:17][CH2:16][CH:15](OS(C)(=O)=O)[CH2:14]1.[CH2:23]([NH2:26])[CH2:24][NH2:25]. The catalyst is O. (2) The reactants are [C:1]1(B(O)O)[CH:6]=[CH:5][CH:4]=[CH:3][CH:2]=1.C(=O)([O-])[O-].[K+].[K+].Br[C:17]1[C:21]2=[N:22][CH:23]=[C:24]([S:26][CH3:27])[N:25]=[C:20]2[N:19]([CH2:28][O:29][CH2:30][CH2:31][Si:32]([CH3:35])([CH3:34])[CH3:33])[C:18]=1[C:36]1[CH:41]=[CH:40][C:39]([C:42]2([NH:46][C:47](=[O:53])[O:48][C:49]([CH3:52])([CH3:51])[CH3:50])[CH2:45][CH2:44][CH2:43]2)=[CH:38][CH:37]=1. The catalyst is CN(C=O)C.C1C=CC([P]([Pd]([P](C2C=CC=CC=2)(C2C=CC=CC=2)C2C=CC=CC=2)([P](C2C=CC=CC=2)(C2C=CC=CC=2)C2C=CC=CC=2)[P](C2C=CC=CC=2)(C2C=CC=CC=2)C2C=CC=CC=2)(C2C=CC=CC=2)C2C=CC=CC=2)=CC=1. The product is [CH3:27][S:26][C:24]1[N:25]=[C:20]2[N:19]([CH2:28][O:29][CH2:30][CH2:31][Si:32]([CH3:35])([CH3:34])[CH3:33])[C:18]([C:36]3[CH:41]=[CH:40][C:39]([C:42]4([NH:46][C:47](=[O:53])[O:48][C:49]([CH3:52])([CH3:51])[CH3:50])[CH2:45][CH2:44][CH2:43]4)=[CH:38][CH:37]=3)=[C:17]([C:1]3[CH:6]=[CH:5][CH:4]=[CH:3][CH:2]=3)[C:21]2=[N:22][CH:23]=1. The yield is 0.220. (3) The reactants are [Br:1][C:2]1[C:3]([CH3:18])=[C:4]([C:14]([O:16][CH3:17])=[O:15])[S:5][C:6]=1SC1C=CC=CC=1.Cl[C:20]1[CH:25]=[CH:24][CH:23]=[C:22](C(OO)=O)[CH:21]=1.[S:30]([O-:34])([O-])(=[O:32])=S.[Na+].[Na+]. The catalyst is C(OCC)(=O)C. The product is [Br:1][C:2]1[C:3]([CH3:18])=[C:4]([C:14]([O:16][CH3:17])=[O:15])[S:5][C:6]=1[S:30]([C:20]1[CH:21]=[CH:22][CH:23]=[CH:24][CH:25]=1)(=[O:34])=[O:32]. The yield is 0.910. (4) The reactants are [Br:1][C:2]1[CH:7]=[CH:6][C:5]([CH3:8])=[C:4]([N+:9]([O-])=O)[CH:3]=1.[CH3:12]OC(OC)N(C)C.N1CCCC1. The catalyst is CN(C)C=O.C(OCC)C.C(O)(=O)C.[Zn]. The product is [Br:1][C:2]1[CH:3]=[C:4]2[C:5]([CH:8]=[CH:12][NH:9]2)=[CH:6][CH:7]=1. The yield is 0.360. (5) The reactants are C(NC(C)C)(C)C.C([Li])CCC.[C:13]([O:16][CH3:17])(=[O:15])[CH3:14].[Li+].CC([N-]C(C)C)C.[Br:26][C:27]1[CH:36]=[C:35]2[C:30]([CH2:31][C:32]([CH3:45])([CH3:44])[CH2:33]/[C:34]/2=[N:37]\[S:38]([C:40]([CH3:43])([CH3:42])[CH3:41])=[O:39])=[CH:29][CH:28]=1.C([O-])(O)=O.[Na+]. The catalyst is C1COCC1.CCOC(C)=O.CCCCCC. The product is [Br:26][C:27]1[CH:36]=[C:35]2[C:30]([CH2:31][C:32]([CH3:45])([CH3:44])[CH2:33][C:34]2([CH2:14][C:13]([O:16][CH3:17])=[O:15])[NH:37][S:38]([C:40]([CH3:43])([CH3:42])[CH3:41])=[O:39])=[CH:29][CH:28]=1. The yield is 0.450. (6) The reactants are [F:1][C:2]1[CH:7]=[CH:6][C:5]([O:8][C:9]2[CH:14]=[CH:13][C:12]([N+:15]([O-])=O)=[CH:11][CH:10]=2)=[CH:4][CH:3]=1.[H][H]. The catalyst is [Pd].CO. The product is [F:1][C:2]1[CH:7]=[CH:6][C:5]([O:8][C:9]2[CH:14]=[CH:13][C:12]([NH2:15])=[CH:11][CH:10]=2)=[CH:4][CH:3]=1. The yield is 0.970. (7) The reactants are C(OC([NH:8][C:9]1[CH:10]=[CH:11][C:12]([CH3:28])=[C:13]([C:15]2[CH:20]=[CH:19][C:18]([C:21]([NH:23][CH2:24][CH:25]3[CH2:27][CH2:26]3)=[O:22])=[CH:17][CH:16]=2)[CH:14]=1)=O)(C)(C)C.[NH2:8][C:9]1[CH:10]=[CH:11][C:12]([CH3:28])=[C:13]([C:15]2[CH:20]=[CH:19][C:18]([C:21]([NH:23][CH2:24][CH:25]3[CH2:27][CH2:26]3)=[O:22])=[CH:17][CH:16]=2)[CH:14]=1.FC(F)(F)C(O)=O. The catalyst is C(Cl)Cl. The product is [NH2:8][C:9]1[CH:10]=[CH:11][C:12]([CH3:28])=[C:13]([C:15]2[CH:20]=[CH:19][C:18]([C:21]([NH:23][CH2:24][CH:25]3[CH2:27][CH2:26]3)=[O:22])=[CH:17][CH:16]=2)[CH:14]=1. The yield is 0.770. (8) The reactants are [Cl:1][C:2]1[S:6][C:5]([NH:7][S:8]([C:11]2[CH:20]=[CH:19][C:14]([C:15]([O:17]C)=[O:16])=[C:13]([C:21]#[N:22])[CH:12]=2)(=[O:10])=[O:9])=[N:4][CH:3]=1.[OH-].[Li+]. The catalyst is O1CCOCC1.O. The product is [Cl:1][C:2]1[S:6][C:5]([NH:7][S:8]([C:11]2[CH:20]=[CH:19][C:14]([C:15]([OH:17])=[O:16])=[C:13]([C:21]#[N:22])[CH:12]=2)(=[O:10])=[O:9])=[N:4][CH:3]=1. The yield is 0.790.